From a dataset of Reaction yield outcomes from USPTO patents with 853,638 reactions. Predict the reaction yield, written as a fraction of the theoretical maximum amount of product (1.0 means a 100% yield; for example, 0.34 means a 34% yield). (1) The reactants are Cl[C:2]1[CH:7]=[C:6]([Cl:8])[N:5]=[C:4]([NH2:9])[N:3]=1.[NH:10]1[C:18]2[C:13](=[C:14](B(O)O)[CH:15]=[CH:16][CH:17]=2)[CH:12]=[CH:11]1.C(=O)([O-])[O-].[K+].[K+]. The catalyst is O1CCOCC1.O.C1C=CC([P]([Pd]([P](C2C=CC=CC=2)(C2C=CC=CC=2)C2C=CC=CC=2)([P](C2C=CC=CC=2)(C2C=CC=CC=2)C2C=CC=CC=2)[P](C2C=CC=CC=2)(C2C=CC=CC=2)C2C=CC=CC=2)(C2C=CC=CC=2)C2C=CC=CC=2)=CC=1. The product is [Cl:8][C:6]1[CH:7]=[C:2]([C:14]2[CH:15]=[CH:16][CH:17]=[C:18]3[C:13]=2[CH:12]=[CH:11][NH:10]3)[N:3]=[C:4]([NH2:9])[N:5]=1. The yield is 0.500. (2) The reactants are [CH:1]([O:4][C:5]1[N:10]=[C:9]([C:11]2[C:19]3[C:14](=[CH:15][CH:16]=[C:17]([C:20]4[N:24]=[C:23]([NH:25][CH:26]([CH3:28])[CH3:27])[O:22][N:21]=4)[CH:18]=3)[N:13](S(C3C=CC(C)=CC=3)(=O)=O)[CH:12]=2)[CH:8]=[N:7][CH:6]=1)([CH3:3])[CH3:2].[OH-].[Na+]. The catalyst is O1CCOCC1. The product is [CH:1]([O:4][C:5]1[N:10]=[C:9]([C:11]2[C:19]3[C:14](=[CH:15][CH:16]=[C:17]([C:20]4[N:24]=[C:23]([NH:25][CH:26]([CH3:28])[CH3:27])[O:22][N:21]=4)[CH:18]=3)[NH:13][CH:12]=2)[CH:8]=[N:7][CH:6]=1)([CH3:3])[CH3:2]. The yield is 0.280. (3) The reactants are [C:1]([O:5][C:6]([N:8]([C:16]1[C:21]([C:22]2[O:26][N:25]=[C:24]([C:27]3[CH:32]=[CH:31][C:30]([CH3:33])=[CH:29][CH:28]=3)[CH:23]=2)=[CH:20][C:19](B2OC(C)(C)C(C)(C)O2)=[CH:18][N:17]=1)[C:9](=[O:15])[O:10][C:11]([CH3:14])([CH3:13])[CH3:12])=[O:7])([CH3:4])([CH3:3])[CH3:2].Br[C:44]1[CH:49]=[CH:48][C:47]([S:50]([CH:53]([CH3:55])[CH3:54])(=[O:52])=[O:51])=[CH:46][N:45]=1.C([O-])([O-])=O.[Na+].[Na+]. The catalyst is CN(C=O)C.Cl[Pd](Cl)([P](C1C=CC=CC=1)(C1C=CC=CC=1)C1C=CC=CC=1)[P](C1C=CC=CC=1)(C1C=CC=CC=1)C1C=CC=CC=1. The product is [C:1]([O:5][C:6]([N:8]([C:16]1[C:21]([C:22]2[O:26][N:25]=[C:24]([C:27]3[CH:28]=[CH:29][C:30]([CH3:33])=[CH:31][CH:32]=3)[CH:23]=2)=[CH:20][C:19]([C:44]2[CH:49]=[CH:48][C:47]([S:50]([CH:53]([CH3:55])[CH3:54])(=[O:51])=[O:52])=[CH:46][N:45]=2)=[CH:18][N:17]=1)[C:9](=[O:15])[O:10][C:11]([CH3:13])([CH3:12])[CH3:14])=[O:7])([CH3:3])([CH3:2])[CH3:4]. The yield is 0.740. (4) The yield is 1.00. The product is [NH2:11][C@@H:12]1[CH2:16][CH2:15][N:14]([C:17]([O:19][C:20]([CH3:23])([CH3:22])[CH3:21])=[O:18])[CH2:13]1. The reactants are C(OC([NH:11][C@@H:12]1[CH2:16][CH2:15][N:14]([C:17]([O:19][C:20]([CH3:23])([CH3:22])[CH3:21])=[O:18])[CH2:13]1)=O)C1C=CC=CC=1. The catalyst is C(O)C.[Pd]. (5) The reactants are C(OC([N:8]1[CH2:12][C@H:11]([C:13]2[CH:18]=[CH:17][CH:16]=[CH:15][CH:14]=2)[C@@H:10]([CH2:19][N:20]2[CH2:39][CH2:38][C:23]3([C:27](=[O:28])[N:26]([CH2:29][C:30]4[CH:35]=[CH:34][C:33]([O:36][CH3:37])=[CH:32][CH:31]=4)[CH2:25][CH2:24]3)[CH2:22][CH2:21]2)[CH2:9]1)=O)(C)(C)C.FC(F)(F)C(O)=O.[OH-].[Na+]. The catalyst is ClCCl. The product is [CH3:37][O:36][C:33]1[CH:32]=[CH:31][C:30]([CH2:29][N:26]2[CH2:25][CH2:24][C:23]3([CH2:38][CH2:39][N:20]([CH2:19][C@@H:10]4[C@@H:11]([C:13]5[CH:14]=[CH:15][CH:16]=[CH:17][CH:18]=5)[CH2:12][NH:8][CH2:9]4)[CH2:21][CH2:22]3)[C:27]2=[O:28])=[CH:35][CH:34]=1. The yield is 0.940.